Dataset: Reaction yield outcomes from USPTO patents with 853,638 reactions. Task: Predict the reaction yield, written as a fraction of the theoretical maximum amount of product (1.0 means a 100% yield; for example, 0.34 means a 34% yield). The reactants are [Si:1]([O:8][CH2:9][CH2:10][N:11]([CH3:28])[C:12]([C:14]1[N:15]=[C:16]([N:19]2[CH2:22][CH:21](OS(C)(=O)=O)[CH2:20]2)[S:17][CH:18]=1)=[O:13])([C:4]([CH3:7])([CH3:6])[CH3:5])([CH3:3])[CH3:2].[C:29]([O-:32])(=[S:31])[CH3:30].[K+]. The catalyst is CN(C)C=O. The product is [C:29]([S:31][CH:21]1[CH2:20][N:19]([C:16]2[S:17][CH:18]=[C:14]([C:12](=[O:13])[N:11]([CH2:10][CH2:9][O:8][Si:1]([C:4]([CH3:7])([CH3:6])[CH3:5])([CH3:3])[CH3:2])[CH3:28])[N:15]=2)[CH2:22]1)(=[O:32])[CH3:30]. The yield is 0.570.